From a dataset of Catalyst prediction with 721,799 reactions and 888 catalyst types from USPTO. Predict which catalyst facilitates the given reaction. (1) Reactant: [C:1]([O:5][C:6]([N:8]1[C:17]2[C:12](=[CH:13][C:14]([C:18]3[CH:23]=[CH:22][CH:21]=[CH:20][C:19]=3[O:24][CH3:25])=[CH:15][CH:16]=2)[C:11]([CH3:26])=[CH:10][C:9]1([CH3:28])[CH3:27])=[O:7])([CH3:4])([CH3:3])[CH3:2].[Se](=O)=[O:30]. Product: [C:1]([O:5][C:6]([N:8]1[C:17]2[C:12](=[CH:13][C:14]([C:18]3[CH:23]=[CH:22][CH:21]=[CH:20][C:19]=3[O:24][CH3:25])=[CH:15][CH:16]=2)[C:11]([CH:26]=[O:30])=[CH:10][C:9]1([CH3:28])[CH3:27])=[O:7])([CH3:4])([CH3:3])[CH3:2]. The catalyst class is: 12. (2) Reactant: [NH:1]1[CH:5]=[C:4]([C:6]2[CH:7]=[C:8]([NH:12][C:13](=O)[C:14]3[CH:19]=[CH:18][CH:17]=[CH:16][CH:15]=3)[CH:9]=[CH:10][CH:11]=2)[N:3]=[N:2]1.[H-].[Al+3].[Li+].[H-].[H-].[H-].O.[O-]S([O-])(=O)=O.[Na+].[Na+]. Product: [CH2:13]([NH:12][C:8]1[CH:9]=[CH:10][CH:11]=[C:6]([C:4]2[N:3]=[N:2][NH:1][CH:5]=2)[CH:7]=1)[C:14]1[CH:15]=[CH:16][CH:17]=[CH:18][CH:19]=1. The catalyst class is: 523. (3) Reactant: [CH2:1]([O:8][C:9]([CH3:24])([C:20]([F:23])([F:22])[F:21])[C:10]([O:12]CC1C=CC=CC=1)=[O:11])[C:2]1[CH:7]=[CH:6][CH:5]=[CH:4][CH:3]=1.[OH-].[Na+]. Product: [CH2:1]([O:8][C:9]([CH3:24])([C:20]([F:21])([F:22])[F:23])[C:10]([OH:12])=[O:11])[C:2]1[CH:3]=[CH:4][CH:5]=[CH:6][CH:7]=1. The catalyst class is: 5. (4) Reactant: [H-].[Na+].[CH3:3][O:4][C:5]([C:7]1([CH:13]([OH:15])[CH3:14])[CH2:12][CH2:11][CH2:10][CH2:9][O:8]1)=[O:6].C1C(Cl)=CN=C(N([S:24]([C:27]([F:30])([F:29])[F:28])(=[O:26])=[O:25])[S:24]([C:27]([F:30])([F:29])[F:28])(=[O:26])=[O:25])C=1.[Cl-].[NH4+]. Product: [CH3:3][O:4][C:5]([C:7]1([CH:13]([O:15][S:24]([C:27]([F:30])([F:29])[F:28])(=[O:26])=[O:25])[CH3:14])[CH2:12][CH2:11][CH2:10][CH2:9][O:8]1)=[O:6]. The catalyst class is: 7. (5) The catalyst class is: 7. Reactant: C1N=CN([C:6]([N:8]2[CH:12]=[N:11]C=C2)=[O:7])C=1.[Cl:13][C:14]1[N:19]=[CH:18][C:17]2C(N)=N[N:22]([C:23]([C:36]3[CH:41]=[CH:40][CH:39]=[CH:38][CH:37]=3)([C:30]3[CH:35]=[CH:34][CH:33]=[CH:32][CH:31]=3)[C:24]3[CH:29]=[CH:28][CH:27]=[CH:26][CH:25]=3)[C:16]=2[CH:15]=1.N1C=CN=C1.[F:48][CH:49]([F:52])[CH2:50][OH:51]. Product: [Cl:13][C:14]1[N:19]=[CH:18][C:17]2[C:12]([NH:8][C:6](=[O:7])[O:51][CH2:50][CH:49]([F:52])[F:48])=[N:11][N:22]([C:23]([C:30]3[CH:31]=[CH:32][CH:33]=[CH:34][CH:35]=3)([C:36]3[CH:37]=[CH:38][CH:39]=[CH:40][CH:41]=3)[C:24]3[CH:29]=[CH:28][CH:27]=[CH:26][CH:25]=3)[C:16]=2[CH:15]=1. (6) Reactant: [Cl:1][C:2]1[CH:3]=[C:4]([C:9]([O:11][CH:12]([CH3:14])[CH3:13])=[O:10])[N+:5]([O-])=[CH:6][CH:7]=1.C[CH2:16][N:17](CC)CC.C[Si](C#N)(C)C. Product: [Cl:1][C:2]1[CH:7]=[C:6]([C:16]#[N:17])[N:5]=[C:4]([C:9]([O:11][CH:12]([CH3:14])[CH3:13])=[O:10])[CH:3]=1. The catalyst class is: 210. (7) Reactant: [CH2:1]([O:8][C@H:9]1[CH2:13][CH2:12][CH2:11][C@@H:10]1[NH2:14])[C:2]1[CH:7]=[CH:6][CH:5]=[CH:4][CH:3]=1.C(=O)([O-])O.[Na+].[C:20](O[C:20]([O:22][C:23]([CH3:26])([CH3:25])[CH3:24])=[O:21])([O:22][C:23]([CH3:26])([CH3:25])[CH3:24])=[O:21].O. The catalyst class is: 56. Product: [C:23]([O:22][C:20](=[O:21])[NH:14][C@H:10]1[CH2:11][CH2:12][CH2:13][C@@H:9]1[O:8][CH2:1][C:2]1[CH:7]=[CH:6][CH:5]=[CH:4][CH:3]=1)([CH3:26])([CH3:25])[CH3:24]. (8) Reactant: Cl[C:2]1[N:7]=[C:6]([O:8][CH3:9])[C:5]([N+:10]([O-:12])=[O:11])=[CH:4][CH:3]=1.[CH3:13][S-:14].[Na+]. Product: [CH3:9][O:8][C:6]1[C:5]([N+:10]([O-:12])=[O:11])=[CH:4][CH:3]=[C:2]([S:14][CH3:13])[N:7]=1. The catalyst class is: 444.